This data is from Forward reaction prediction with 1.9M reactions from USPTO patents (1976-2016). The task is: Predict the product of the given reaction. (1) The product is: [OH:15][C:13]1[C:12]2[C:7](=[C:8]([NH2:16])[CH:9]=[CH:10][CH:11]=2)[N:6]=[C:5]([C:3]([OH:4])=[O:2])[CH:14]=1. Given the reactants C[O:2][C:3]([C:5]1[CH:14]=[C:13]([OH:15])[C:12]2[C:7](=[C:8]([NH2:16])[CH:9]=[CH:10][CH:11]=2)[N:6]=1)=[O:4], predict the reaction product. (2) Given the reactants [CH2:1]([O:3][C:4]([CH:6]([CH2:14][CH3:15])[CH2:7][NH:8][C@H:9]([C:11]([OH:13])=[O:12])[CH3:10])=[O:5])[CH3:2].C(N(CC)CC)C.Cl[C:24]([O:26][CH3:27])=[O:25], predict the reaction product. The product is: [CH2:1]([O:3][C:4]([CH:6]([CH2:14][CH3:15])[CH2:7][N:8]([C:24]([O:26][CH3:27])=[O:25])[C@H:9]([C:11]([OH:13])=[O:12])[CH3:10])=[O:5])[CH3:2]. (3) Given the reactants [NH2:1][C:2]1[CH:3]=[C:4]([CH:14]=[CH:15][C:16]=1[O:17][CH3:18])[C:5]([NH:7][C:8]1[CH:13]=[CH:12][CH:11]=[CH:10][CH:9]=1)=[O:6].C(N(CC)CC)C.[C:26]1([S:32](Cl)(=[O:34])=[O:33])[CH:31]=[CH:30][CH:29]=[CH:28][CH:27]=1, predict the reaction product. The product is: [C:26]1([S:32]([NH:1][C:2]2[CH:3]=[C:4]([CH:14]=[CH:15][C:16]=2[O:17][CH3:18])[C:5]([NH:7][C:8]2[CH:13]=[CH:12][CH:11]=[CH:10][CH:9]=2)=[O:6])(=[O:34])=[O:33])[CH:31]=[CH:30][CH:29]=[CH:28][CH:27]=1. (4) Given the reactants [F:1][C:2]1[CH:7]=[CH:6][C:5]([CH2:8][C:9]2[CH:18]=[C:17]3[C:12]([C:13]([OH:30])=[C:14]([C:25](OCC)=[O:26])[C:15](=[O:24])[N:16]3[CH2:19][C:20]([F:23])([F:22])[F:21])=[N:11][CH:10]=2)=[CH:4][CH:3]=1.[NH2:31][C@H:32]([CH3:35])[CH2:33][OH:34], predict the reaction product. The product is: [F:1][C:2]1[CH:7]=[CH:6][C:5]([CH2:8][C:9]2[CH:18]=[C:17]3[C:12]([C:13]([OH:30])=[C:14]([C:25]([NH:31][C@H:32]([CH3:35])[CH2:33][OH:34])=[O:26])[C:15](=[O:24])[N:16]3[CH2:19][C:20]([F:23])([F:22])[F:21])=[N:11][CH:10]=2)=[CH:4][CH:3]=1. (5) Given the reactants O1[C:5]2[CH:6]=[CH:7][CH:8]=[CH:9][C:4]=2[CH2:3][C:2]1=O.I[CH3:12].[C:13](=[O:16])([O-])[O-:14].[K+].[K+], predict the reaction product. The product is: [CH3:2][C:3]1([CH3:12])[C:4]2[CH:9]=[CH:8][CH:7]=[CH:6][C:5]=2[O:14][C:13]1=[O:16].